The task is: Predict the reaction yield, written as a fraction of the theoretical maximum amount of product (1.0 means a 100% yield; for example, 0.34 means a 34% yield).. This data is from Reaction yield outcomes from USPTO patents with 853,638 reactions. (1) The reactants are [CH2:1]1[CH:5]2[CH2:6][NH:7][CH2:8][CH:4]2[CH2:3][N:2]1[C:9]1[N:14]=[C:13]([C:15]([F:18])([F:17])[F:16])[N:12]=[C:11]([N:19]([CH3:21])[CH3:20])[CH:10]=1.[F:22][C:23]1[CH:31]=[C:30]([N:32]2[N:36]=[CH:35][CH:34]=[N:33]2)[C:26]([C:27](O)=[O:28])=[CH:25][CH:24]=1.CN(C(ON1N=NC2C=CC=NC1=2)=[N+](C)C)C.F[P-](F)(F)(F)(F)F.CCN(C(C)C)C(C)C. The catalyst is CN(C=O)C.C(OCC)(=O)C. The product is [F:22][C:23]1[CH:24]=[CH:25][C:26]([C:27]([N:7]2[CH2:6][CH:5]3[CH2:1][N:2]([C:9]4[N:14]=[C:13]([C:15]([F:18])([F:17])[F:16])[N:12]=[C:11]([N:19]([CH3:21])[CH3:20])[CH:10]=4)[CH2:3][CH:4]3[CH2:8]2)=[O:28])=[C:30]([N:32]2[N:36]=[CH:35][CH:34]=[N:33]2)[CH:31]=1. The yield is 0.516. (2) The reactants are [CH3:1][O:2][C:3]1[CH:8]=[CH:7][C:6]([N:9]([C:15]2[CH:20]=[CH:19][C:18]([O:21][CH3:22])=[CH:17][CH:16]=2)[C:10](=[O:14])[C:11](=[O:13])[CH3:12])=[CH:5][CH:4]=1.[CH3:23][O:24][C:25]1[CH:30]=[CH:29][C:28]([Mg]Br)=[CH:27][CH:26]=1. The catalyst is C1COCC1.C(=O)=O.CC(C)=O. The product is [OH:13][C:11]([C:28]1[CH:29]=[CH:30][C:25]([O:24][CH3:23])=[CH:26][CH:27]=1)([CH3:12])[C:10]([N:9]([C:15]1[CH:16]=[CH:17][C:18]([O:21][CH3:22])=[CH:19][CH:20]=1)[C:6]1[CH:7]=[CH:8][C:3]([O:2][CH3:1])=[CH:4][CH:5]=1)=[O:14]. The yield is 0.847. (3) The reactants are [NH2:1][CH2:2][CH2:3][OH:4].C([O-])([O-])=O.[K+].[K+].Br[CH2:12][C:13]1[CH:14]=[CH:15][C:16]([C:20]([O:22][CH3:23])=[O:21])=[N:17][C:18]=1[Cl:19]. The catalyst is CC#N. The product is [Cl:19][C:18]1[N:17]=[C:16]([C:20]([O:22][CH3:23])=[O:21])[CH:15]=[CH:14][C:13]=1[CH2:12][NH:1][CH2:2][CH2:3][OH:4]. The yield is 0.490. (4) The reactants are N(C1C=C[C:7]([NH:10][C:11](N)=[S:12])=CC=1)=C=S.C1(N=C=S)C=CC(N=C=[S:22])=CC=1.N.[CH2:27]1[CH2:37][CH2:36][N:35]2[C:30](=[N:31]CCC2)[CH2:29][CH2:28]1. The catalyst is C(O)C.CN1C(=O)CCC1. The product is [CH:11]([NH:10][CH:7]=[S:22])=[S:12].[C:30]1([NH2:31])[CH:29]=[CH:28][CH:27]=[CH:37][C:36]=1[NH2:35]. The yield is 0.750.